From a dataset of Peptide-MHC class II binding affinity with 134,281 pairs from IEDB. Regression. Given a peptide amino acid sequence and an MHC pseudo amino acid sequence, predict their binding affinity value. This is MHC class II binding data. (1) The peptide sequence is DYVRMWVQAATAMSA. The MHC is HLA-DPA10301-DPB10402 with pseudo-sequence HLA-DPA10301-DPB10402. The binding affinity (normalized) is 0.399. (2) The peptide sequence is YFVGKMYFNLIDT. The MHC is DRB3_0101 with pseudo-sequence DRB3_0101. The binding affinity (normalized) is 0.149.